This data is from Full USPTO retrosynthesis dataset with 1.9M reactions from patents (1976-2016). The task is: Predict the reactants needed to synthesize the given product. Given the product [Cl:15][C:10]1[CH:11]=[CH:12][CH:13]=[CH:14][C:9]=1[CH2:8][CH2:7][N:6]1[C:2]([C:28]2[CH:29]=[CH:30][C:25]([F:24])=[CH:26][CH:27]=2)=[C:3]([C:16]2[CH:21]=[C:20]([C:22]#[N:23])[CH:19]=[CH:18][N:17]=2)[N:4]=[CH:5]1, predict the reactants needed to synthesize it. The reactants are: Br[C:2]1[N:6]([CH2:7][CH2:8][C:9]2[CH:14]=[CH:13][CH:12]=[CH:11][C:10]=2[Cl:15])[CH:5]=[N:4][C:3]=1[C:16]1[CH:21]=[C:20]([C:22]#[N:23])[CH:19]=[CH:18][N:17]=1.[F:24][C:25]1[CH:30]=[CH:29][C:28](B(O)O)=[CH:27][CH:26]=1.C([O-])([O-])=O.[Na+].[Na+].